Dataset: TCR-epitope binding with 47,182 pairs between 192 epitopes and 23,139 TCRs. Task: Binary Classification. Given a T-cell receptor sequence (or CDR3 region) and an epitope sequence, predict whether binding occurs between them. (1) The epitope is VTEHDTLLY. The TCR CDR3 sequence is CSAREEARGYGYTF. Result: 0 (the TCR does not bind to the epitope). (2) The epitope is TSNQVAVLY. The TCR CDR3 sequence is CATSDSQGNTEAFF. Result: 1 (the TCR binds to the epitope). (3) The epitope is LPPIVAKEI. The TCR CDR3 sequence is CASSSRQGKEAFF. Result: 1 (the TCR binds to the epitope). (4) The epitope is RPPIFIRRL. The TCR CDR3 sequence is CASSLTGGTYEQYF. Result: 1 (the TCR binds to the epitope). (5) The epitope is ISPRTLNAW. The TCR CDR3 sequence is CASSLLQGAASPLHF. Result: 1 (the TCR binds to the epitope). (6) The epitope is KPLEFGATSAAL. The TCR CDR3 sequence is CASSSGVNYNEQFF. Result: 1 (the TCR binds to the epitope). (7) The epitope is AYILFTRFFYV. The TCR CDR3 sequence is CASSLEPGTSSYNEQFF. Result: 0 (the TCR does not bind to the epitope). (8) The epitope is HTTDPSFLGRY. The TCR CDR3 sequence is CASSLLSVTLNTGELFF. Result: 0 (the TCR does not bind to the epitope).